From a dataset of NCI-60 drug combinations with 297,098 pairs across 59 cell lines. Regression. Given two drug SMILES strings and cell line genomic features, predict the synergy score measuring deviation from expected non-interaction effect. (1) Drug 1: C1CCN(CC1)CCOC2=CC=C(C=C2)C(=O)C3=C(SC4=C3C=CC(=C4)O)C5=CC=C(C=C5)O. Drug 2: CC1OCC2C(O1)C(C(C(O2)OC3C4COC(=O)C4C(C5=CC6=C(C=C35)OCO6)C7=CC(=C(C(=C7)OC)O)OC)O)O. Cell line: COLO 205. Synergy scores: CSS=31.0, Synergy_ZIP=3.51, Synergy_Bliss=1.43, Synergy_Loewe=-17.7, Synergy_HSA=-2.90. (2) Drug 1: C1=NC(=NC(=O)N1C2C(C(C(O2)CO)O)O)N. Drug 2: CC1=C(C(=CC=C1)Cl)NC(=O)C2=CN=C(S2)NC3=CC(=NC(=N3)C)N4CCN(CC4)CCO. Cell line: U251. Synergy scores: CSS=18.1, Synergy_ZIP=0.985, Synergy_Bliss=4.70, Synergy_Loewe=1.83, Synergy_HSA=2.31. (3) Drug 1: C#CCC(CC1=CN=C2C(=N1)C(=NC(=N2)N)N)C3=CC=C(C=C3)C(=O)NC(CCC(=O)O)C(=O)O. Drug 2: CN(CC1=CN=C2C(=N1)C(=NC(=N2)N)N)C3=CC=C(C=C3)C(=O)NC(CCC(=O)O)C(=O)O. Cell line: HL-60(TB). Synergy scores: CSS=42.3, Synergy_ZIP=-1.36, Synergy_Bliss=-6.69, Synergy_Loewe=-5.83, Synergy_HSA=-5.06. (4) Drug 1: C(=O)(N)NO. Drug 2: C1=NC2=C(N=C(N=C2N1C3C(C(C(O3)CO)O)F)Cl)N. Cell line: OVCAR-5. Synergy scores: CSS=4.52, Synergy_ZIP=1.16, Synergy_Bliss=6.61, Synergy_Loewe=0.840, Synergy_HSA=3.74. (5) Drug 2: CC1=C(N=C(N=C1N)C(CC(=O)N)NCC(C(=O)N)N)C(=O)NC(C(C2=CN=CN2)OC3C(C(C(C(O3)CO)O)O)OC4C(C(C(C(O4)CO)O)OC(=O)N)O)C(=O)NC(C)C(C(C)C(=O)NC(C(C)O)C(=O)NCCC5=NC(=CS5)C6=NC(=CS6)C(=O)NCCC[S+](C)C)O. Drug 1: CC1OCC2C(O1)C(C(C(O2)OC3C4COC(=O)C4C(C5=CC6=C(C=C35)OCO6)C7=CC(=C(C(=C7)OC)O)OC)O)O. Synergy scores: CSS=19.1, Synergy_ZIP=-6.13, Synergy_Bliss=3.85, Synergy_Loewe=1.80, Synergy_HSA=4.52. Cell line: OVCAR-5. (6) Drug 1: C1=CC(=CC=C1C#N)C(C2=CC=C(C=C2)C#N)N3C=NC=N3. Drug 2: CN(C(=O)NC(C=O)C(C(C(CO)O)O)O)N=O. Cell line: NCIH23. Synergy scores: CSS=5.72, Synergy_ZIP=-1.35, Synergy_Bliss=-1.33, Synergy_Loewe=0.0345, Synergy_HSA=-1.87.